Dataset: Catalyst prediction with 721,799 reactions and 888 catalyst types from USPTO. Task: Predict which catalyst facilitates the given reaction. (1) Reactant: [CH2:1]([O:8][C:9]1[CH:16]=[CH:15][C:12]([CH:13]=[O:14])=[C:11]([N:17]([CH2:20][CH:21]([OH:23])[CH3:22])C=O)[CH:10]=1)[C:2]1[CH:7]=[CH:6][CH:5]=[CH:4][CH:3]=1.[OH-].[Na+]. Product: [CH2:1]([O:8][C:9]1[CH:16]=[CH:15][C:12]([CH:13]=[O:14])=[C:11]([NH:17][CH2:20][CH:21]([OH:23])[CH3:22])[CH:10]=1)[C:2]1[CH:7]=[CH:6][CH:5]=[CH:4][CH:3]=1. The catalyst class is: 1. (2) Reactant: C(O[CH:4](OCC)[C:5](=[NH:8])OC)C.[CH3:12][C:13]1[CH:14]=[CH:15][C:16]([CH2:19][NH2:20])=[CH:17][CH:18]=1. Product: [CH3:12][C:13]1[CH:14]=[C:15]2[C:4](=[CH:17][CH:18]=1)[CH:5]=[N:8][C:19]([NH2:20])=[CH:16]2. The catalyst class is: 5. (3) Reactant: [Cl:1][C:2]1[C:3]([NH:18][CH:19]2[CH2:33][CH:22]3[CH2:23][N:24](C(OC(C)(C)C)=O)[CH2:25][CH:21]3[CH2:20]2)=[N:4][C:5]([NH:8][C:9]2[N:13]([CH3:14])[N:12]=[C:11]([CH:15]3[CH2:17][CH2:16]3)[CH:10]=2)=[N:6][CH:7]=1.Cl.CCOC(C)=O. Product: [Cl:1][C:2]1[C:3]([NH:18][CH:19]2[CH2:33][CH:22]3[CH2:23][NH:24][CH2:25][CH:21]3[CH2:20]2)=[N:4][C:5]([NH:8][C:9]2[N:13]([CH3:14])[N:12]=[C:11]([CH:15]3[CH2:17][CH2:16]3)[CH:10]=2)=[N:6][CH:7]=1. The catalyst class is: 2. (4) Reactant: [F:1][C:2]1[CH:3]=[C:4]([S:29][CH2:30][CH2:31][C:32](OC)=O)[CH:5]=[CH:6][C:7]=1[O:8][CH:9]1[CH2:13][CH2:12][N:11]([CH:14]2[CH2:19][CH2:18][N:17]([C:20]3[S:24][N:23]=[C:22]([CH:25]([CH3:27])[CH3:26])[N:21]=3)[CH2:16][CH2:15]2)[C:10]1=[O:28].CC([O-])(C)C.[K+].O.[Cl:43]CCCI. Product: [Cl:43][CH2:32][CH2:31][CH2:30][S:29][C:4]1[CH:5]=[CH:6][C:7]([O:8][CH:9]2[CH2:13][CH2:12][N:11]([CH:14]3[CH2:19][CH2:18][N:17]([C:20]4[S:24][N:23]=[C:22]([CH:25]([CH3:27])[CH3:26])[N:21]=4)[CH2:16][CH2:15]3)[C:10]2=[O:28])=[C:2]([F:1])[CH:3]=1. The catalyst class is: 1. (5) Reactant: [C:1]([C:3]1[C:11]2[CH2:10][CH2:9][NH:8][CH2:7][C:6]=2[S:5][C:4]=1[NH:12][C:13](=[O:20])[C:14]1[CH:19]=[CH:18][CH:17]=[CH:16][CH:15]=1)#[N:2]. Product: [C:1]([C:3]1[C:11]2[CH2:10][CH2:9][NH:8][CH:7]([C:4]([CH2:3][CH3:1])=[S:5])[C:6]=2[S:5][C:4]=1[NH:12][C:13](=[O:20])[C:14]1[CH:19]=[CH:18][CH:17]=[CH:16][CH:15]=1)#[N:2]. The catalyst class is: 17. (6) Reactant: [Br:1][C:2]1[CH:3]=[C:4]([N+:9]([O-:11])=[O:10])[C:5](Cl)=[N:6][CH:7]=1.[CH3:12][NH:13][CH:14]1[CH2:19][CH2:18][CH2:17][CH2:16][CH2:15]1.BrC1C=CC(N(CC(C)C)CC(C)C)=C([N+]([O-])=O)C=1. Product: [Br:1][C:2]1[CH:3]=[C:4]([N+:9]([O-:11])=[O:10])[C:5]([N:13]([CH:14]2[CH2:19][CH2:18][CH2:17][CH2:16][CH2:15]2)[CH3:12])=[N:6][CH:7]=1. The catalyst class is: 3. (7) Reactant: [H-].[Na+].[CH3:3][CH:4]([OH:7])[C:5]#[CH:6].Cl[C:9]1[CH:14]=[C:13]([O:15][CH2:16][C:17]#[CH:18])[N:12]=[CH:11][N:10]=1.[Cl-].[NH4+]. Product: [CH3:3][CH:4]([O:7][C:9]1[CH:14]=[C:13]([O:15][CH2:16][C:17]#[CH:18])[N:12]=[CH:11][N:10]=1)[C:5]#[CH:6]. The catalyst class is: 7.